The task is: Predict the reactants needed to synthesize the given product.. This data is from Full USPTO retrosynthesis dataset with 1.9M reactions from patents (1976-2016). (1) Given the product [CH:1]1([CH2:7][C@H:8]([NH:24][C:25]([C:27]2[O:28][CH:29]=[CH:30][CH:31]=2)=[O:26])[C:9](=[O:23])[NH:10][C@H:11]2[CH2:17][CH2:16][C@@H:15]([CH3:18])[N:14]([CH2:19][CH2:20][CH3:21])[CH2:13][C:12]2=[O:22])[CH2:2][CH2:3][CH2:4][CH2:5][CH2:6]1, predict the reactants needed to synthesize it. The reactants are: [CH:1]1([CH2:7][C@H:8]([NH:24][C:25]([C:27]2[O:28][CH:29]=[CH:30][CH:31]=2)=[O:26])[C:9](=[O:23])[NH:10][C@H:11]2[CH2:17][CH2:16][C@@H:15]([CH3:18])[N:14]([CH2:19][CH2:20][CH3:21])[CH2:13][C@@H:12]2[OH:22])[CH2:6][CH2:5][CH2:4][CH2:3][CH2:2]1.C(N(CC)CC)C. (2) The reactants are: [Cl:1][C:2]1[CH:7]=[CH:6][CH:5]=[C:4]([Cl:8])[C:3]=1[C:9]1[C:13]([CH2:14][O:15][C:16]2[CH:17]=[C:18]3[C:23](=[CH:24][CH:25]=2)[CH:22]=[C:21]([C:26]2[CH:27]=[CH:28][C:29]([C:32]([O:34]C)=[O:33])=[N:30][CH:31]=2)[CH:20]=[CH:19]3)=[C:12]([CH:36]([CH3:38])[CH3:37])[O:11][N:10]=1.[OH-].[Na+].CO. Given the product [Cl:8][C:4]1[CH:5]=[CH:6][CH:7]=[C:2]([Cl:1])[C:3]=1[C:9]1[C:13]([CH2:14][O:15][C:16]2[CH:17]=[C:18]3[C:23](=[CH:24][CH:25]=2)[CH:22]=[C:21]([C:26]2[CH:27]=[CH:28][C:29]([C:32]([OH:34])=[O:33])=[N:30][CH:31]=2)[CH:20]=[CH:19]3)=[C:12]([CH:36]([CH3:38])[CH3:37])[O:11][N:10]=1, predict the reactants needed to synthesize it. (3) Given the product [Cl:18][C:7]1[C:8]([O:15][CH3:16])=[CH:9][CH:10]=[C:11]2[C:6]=1[N:5]=[C:4]([O:3][CH2:1][CH3:2])[CH:13]=[C:12]2[OH:14], predict the reactants needed to synthesize it. The reactants are: [CH2:1]([O:3][C:4]1[CH:13]=[C:12]([OH:14])[C:11]2[C:6](=[C:7](C)[C:8]([O:15][CH3:16])=[CH:9][CH:10]=2)[N:5]=1)[CH3:2].[Cl:18]C1C(OC)=CC=CC=1N.